This data is from Full USPTO retrosynthesis dataset with 1.9M reactions from patents (1976-2016). The task is: Predict the reactants needed to synthesize the given product. (1) The reactants are: Br[CH:2]1[CH2:7][CH2:6][C:5](=O)[NH:4][C:3]1=[O:9].[Br:10][C:11]1[CH:12]=[C:13]([C:19](=[S:21])[NH2:20])[C:14]([O:17][CH3:18])=[N:15][CH:16]=1. Given the product [Br:10][C:11]1[CH:12]=[C:13]([C:19]2[S:21][C:6]3[CH2:7][CH2:2][C:3](=[O:9])[NH:4][C:5]=3[N:20]=2)[C:14]([O:17][CH3:18])=[N:15][CH:16]=1, predict the reactants needed to synthesize it. (2) The reactants are: [OH:1][N:2]1[C:7]([CH3:9])([CH3:8])[CH2:6][C:5](=[O:10])[CH2:4][C:3]1([CH3:12])[CH3:11].C(O)(=O)C.[CH2:17]1[CH2:22][CH2:21][CH2:20][CH2:19][CH2:18]1.OO. Given the product [CH:17]1([O:1][N:2]2[C:7]([CH3:8])([CH3:9])[CH2:6][C:5](=[O:10])[CH2:4][C:3]2([CH3:12])[CH3:11])[CH2:22][CH2:21][CH2:20][CH2:19][CH2:18]1, predict the reactants needed to synthesize it. (3) Given the product [ClH:17].[N:1]1[CH:6]=[CH:5][C:4]([C:7]2[CH:16]=[CH:15][CH:14]=[CH:13][C:8]=2[C:9]([OH:11])=[O:10])=[N:3][CH:2]=1, predict the reactants needed to synthesize it. The reactants are: [N:1]1[CH:6]=[CH:5][C:4]([C:7]2[CH:16]=[CH:15][CH:14]=[CH:13][C:8]=2[C:9]([O:11]C)=[O:10])=[N:3][CH:2]=1.[ClH:17]. (4) Given the product [C:1]([C:3]1([NH:6][C:7]([C@@H:9]2[CH2:13][C@@H:12]([S:14]([C:17]3[CH:22]=[CH:21][C:20]([N:39]4[CH2:40][CH2:41][N:36]([CH:33]5[CH2:35][CH2:34]5)[CH2:37][CH2:38]4)=[CH:19][C:18]=3[Cl:24])(=[O:15])=[O:16])[CH2:11][C@H:10]2[C:25]([N:27]2[CH2:28][C:29]([F:32])([F:31])[CH2:30]2)=[O:26])=[O:8])[CH2:5][CH2:4]1)#[N:2], predict the reactants needed to synthesize it. The reactants are: [C:1]([C:3]1([NH:6][C:7]([C@@H:9]2[CH2:13][C@@H:12]([S:14]([C:17]3[CH:22]=[CH:21][C:20](F)=[CH:19][C:18]=3[Cl:24])(=[O:16])=[O:15])[CH2:11][C@H:10]2[C:25]([N:27]2[CH2:30][C:29]([F:32])([F:31])[CH2:28]2)=[O:26])=[O:8])[CH2:5][CH2:4]1)#[N:2].[CH:33]1([N:36]2[CH2:41][CH2:40][NH:39][CH2:38][CH2:37]2)[CH2:35][CH2:34]1. (5) Given the product [CH3:32][O:31][C:29]([C:26]1[N:27]=[CH:28][C:23]([O:1][C:2]2[CH:19]=[CH:18][C:5]3[CH2:6][CH2:7][N:8]([C:11]([O:13][C:14]([CH3:16])([CH3:15])[CH3:17])=[O:12])[CH2:9][CH2:10][C:4]=3[CH:3]=2)=[N:24][CH:25]=1)=[O:30], predict the reactants needed to synthesize it. The reactants are: [OH:1][C:2]1[CH:19]=[CH:18][C:5]2[CH2:6][CH2:7][N:8]([C:11]([O:13][C:14]([CH3:17])([CH3:16])[CH3:15])=[O:12])[CH2:9][CH2:10][C:4]=2[CH:3]=1.[H-].[Na+].Cl[C:23]1[N:24]=[CH:25][C:26]([C:29]([O:31][CH3:32])=[O:30])=[N:27][CH:28]=1. (6) Given the product [C:11]([O:15][C:16]([N:18]1[CH2:23][CH2:22][CH:21]([O:24][C:9](=[O:10])[NH:8][C:3]2[CH:4]=[CH:5][CH:6]=[CH:7][C:2]=2[Br:1])[CH2:20][CH2:19]1)=[O:17])([CH3:14])([CH3:12])[CH3:13], predict the reactants needed to synthesize it. The reactants are: [Br:1][C:2]1[CH:7]=[CH:6][CH:5]=[CH:4][C:3]=1[N:8]=[C:9]=[O:10].[C:11]([O:15][C:16]([N:18]1[CH2:23][CH2:22][CH:21]([OH:24])[CH2:20][CH2:19]1)=[O:17])([CH3:14])([CH3:13])[CH3:12]. (7) The reactants are: [NH2:1][C:2]1[C:3]([NH:8][C:9]2[CH:19]=[CH:18][C:12]([C:13]([O:15][CH2:16][CH3:17])=[O:14])=[CH:11][CH:10]=2)=[N:4][CH:5]=[CH:6][CH:7]=1.[CH:20](OCC)(OCC)OCC. Given the product [N:1]1[C:2]2[C:3](=[N:4][CH:5]=[CH:6][CH:7]=2)[N:8]([C:9]2[CH:19]=[CH:18][C:12]([C:13]([O:15][CH2:16][CH3:17])=[O:14])=[CH:11][CH:10]=2)[CH:20]=1, predict the reactants needed to synthesize it.